Dataset: Reaction yield outcomes from USPTO patents with 853,638 reactions. Task: Predict the reaction yield, written as a fraction of the theoretical maximum amount of product (1.0 means a 100% yield; for example, 0.34 means a 34% yield). (1) The reactants are [CH3:1][C:2]1[C:7]([C:8]2[CH:13]=[CH:12][CH:11]=[CH:10][C:9]=2[C:14]([F:17])([F:16])[F:15])=[N:6][N:5]2[C:18]([NH2:21])=[CH:19][N:20]=[C:4]2[C:3]=1[CH3:22].[CH3:23][C:24]1([CH3:40])[O:28][CH:27]([CH2:29][O:30][C:31]2[N:36]=[C:35]([C:37](O)=[O:38])[CH:34]=[CH:33][CH:32]=2)[CH2:26][O:25]1. No catalyst specified. The product is [CH3:23][C:24]1([CH3:40])[O:28][CH:27]([CH2:29][O:30][C:31]2[N:36]=[C:35]([C:37]([NH:21][C:18]3[N:5]4[N:6]=[C:7]([C:8]5[CH:13]=[CH:12][CH:11]=[CH:10][C:9]=5[C:14]([F:16])([F:17])[F:15])[C:2]([CH3:1])=[C:3]([CH3:22])[C:4]4=[N:20][CH:19]=3)=[O:38])[CH:34]=[CH:33][CH:32]=2)[CH2:26][O:25]1. The yield is 0.750. (2) The reactants are [CH3:1][O:2][C:3]([C:5]1[S:6][CH:7]=[C:8]([Br:11])[C:9]=1[OH:10])=[O:4].[C:12](=O)([O-])[O-].[K+].[K+].IC. The catalyst is CC(C)=O. The product is [CH3:1][O:2][C:3]([C:5]1[S:6][CH:7]=[C:8]([Br:11])[C:9]=1[O:10][CH3:12])=[O:4]. The yield is 1.00. (3) The reactants are [CH3:1][C:2]1[CH:3]=[C:4]([CH:8]=[CH:9][C:10]=1[N+:11]([O-:13])=[O:12])[C:5]([NH2:7])=O.FC(F)(F)C(O)=O.B.CSC.C(N(CC)CC)C.[NH2:32][C:33]1[N:38]=[C:37](Cl)[C:36]([NH:40][CH:41]=[O:42])=[C:35]([Cl:43])[N:34]=1. The catalyst is O1CCCC1.C(O)(C)C. The product is [NH2:32][C:33]1[N:34]=[C:35]([Cl:43])[C:36]([NH:40][CH:41]=[O:42])=[C:37]([NH:7][CH2:5][C:4]2[CH:8]=[CH:9][C:10]([N+:11]([O-:13])=[O:12])=[C:2]([CH3:1])[CH:3]=2)[N:38]=1. The yield is 0.861. (4) The reactants are Br[C:2]1[CH:3]=[C:4]([NH2:8])[CH:5]=[N:6][CH:7]=1.[CH3:9][N:10]([CH3:14])[CH2:11][C:12]#[CH:13]. The catalyst is Cl[Pd](Cl)([P](C1C=CC=CC=1)(C1C=CC=CC=1)C1C=CC=CC=1)[P](C1C=CC=CC=1)(C1C=CC=CC=1)C1C=CC=CC=1.[Cu](I)I. The product is [CH3:9][N:10]([CH3:14])[CH2:11][C:12]#[C:13][C:2]1[CH:3]=[C:4]([NH2:8])[CH:5]=[N:6][CH:7]=1. The yield is 0.540. (5) The product is [CH3:1][O:2][C:3]1[CH:8]=[CH:7][C:6]([C:9]2[CH:10]=[C:11]([CH:30]3[CH2:35][CH2:34][N:33]([C:36](=[O:40])[N:37]([OH:39])[CH3:38])[CH2:32][CH2:31]3)[N:12]([CH2:22][C:23]([OH:25])=[O:24])[C:13]=2[C:14]2[CH:15]=[CH:16][C:17]([O:20][CH3:21])=[CH:18][CH:19]=2)=[CH:5][CH:4]=1. The catalyst is ClCCl. The yield is 0.660. The reactants are [CH3:1][O:2][C:3]1[CH:8]=[CH:7][C:6]([C:9]2[CH:10]=[C:11]([CH:30]3[CH2:35][CH2:34][N:33]([C:36](=[O:40])[N:37]([OH:39])[CH3:38])[CH2:32][CH2:31]3)[N:12]([CH2:22][C:23]([O:25]C(C)(C)C)=[O:24])[C:13]=2[C:14]2[CH:19]=[CH:18][C:17]([O:20][CH3:21])=[CH:16][CH:15]=2)=[CH:5][CH:4]=1.N1C(C)=CC=CC=1C.O([Si](C)(C)C)S(C(F)(F)F)(=O)=O.Cl. (6) The reactants are [F:1][C:2]1[CH:3]=[C:4]2[C:8](=[CH:9][CH:10]=1)[NH:7][C:6](=[O:11])[CH2:5]2.C[Si]([N-][Si](C)(C)C)(C)C.[Li+].[CH:22]([C:24]1[N:29]=[C:28]2[CH2:30][O:31][C:32](=O)[C:27]2=[CH:26][CH:25]=1)=[CH2:23].Cl. The catalyst is C1COCC1. The product is [F:1][C:2]1[CH:3]=[C:4]2[C:8](=[CH:9][CH:10]=1)[NH:7][C:6](=[O:11])[C:5]2=[C:32]1[C:27]2[C:28](=[N:29][C:24]([CH:22]=[CH2:23])=[CH:25][CH:26]=2)[CH2:30][O:31]1. The yield is 0.240.